Predict the reactants needed to synthesize the given product. From a dataset of Full USPTO retrosynthesis dataset with 1.9M reactions from patents (1976-2016). (1) Given the product [C:2]1([C:1](=[N:14][C:22]2[CH:23]=[C:24]([N:32]3[CH2:36][CH:35]([CH3:37])[O:34][C:33]3=[O:38])[CH:25]=[C:26]([C:28]([F:29])([F:30])[F:31])[CH:27]=2)[C:8]2[CH:9]=[CH:10][CH:11]=[CH:12][CH:13]=2)[CH:7]=[CH:6][CH:5]=[CH:4][CH:3]=1, predict the reactants needed to synthesize it. The reactants are: [C:1](=[NH:14])([C:8]1[CH:13]=[CH:12][CH:11]=[CH:10][CH:9]=1)[C:2]1[CH:7]=[CH:6][CH:5]=[CH:4][CH:3]=1.C(=O)([O-])[O-].[Cs+].[Cs+].Br[C:22]1[CH:23]=[C:24]([N:32]2[CH2:36][CH:35]([CH3:37])[O:34][C:33]2=[O:38])[CH:25]=[C:26]([C:28]([F:31])([F:30])[F:29])[CH:27]=1.CCOC(C)=O. (2) Given the product [Cl:1][C:2]1[CH:3]=[C:4]([NH:15][C:16]2[C:25]3[C:20](=[CH:21][C:22]([N:35]4[CH2:36][CH2:37][N:32]([CH3:31])[CH2:33][CH2:34]4)=[C:23]([O:26][CH3:27])[CH:24]=3)[N:19]=[CH:18][C:17]=2[C:29]#[N:30])[CH:5]=[CH:6][C:7]=1[S:8][C:9]1[N:10]([CH3:14])[CH:11]=[CH:12][N:13]=1, predict the reactants needed to synthesize it. The reactants are: [Cl:1][C:2]1[CH:3]=[C:4]([NH:15][C:16]2[C:25]3[C:20](=[CH:21][C:22](F)=[C:23]([O:26][CH3:27])[CH:24]=3)[N:19]=[CH:18][C:17]=2[C:29]#[N:30])[CH:5]=[CH:6][C:7]=1[S:8][C:9]1[N:10]([CH3:14])[CH:11]=[CH:12][N:13]=1.[CH3:31][N:32]1[CH2:37][CH2:36][NH:35][CH2:34][CH2:33]1. (3) The reactants are: [F:1][C:2]1[CH:7]=[C:6]([F:8])[CH:5]=[CH:4][C:3]=1[C:9](=[O:13])[CH2:10][C:11]#[N:12].[CH3:14][O:15][C:16]1[CH:21]=[CH:20][C:19]([NH2:22])=[CH:18][CH:17]=1. Given the product [F:1][C:2]1[CH:7]=[C:6]([F:8])[CH:5]=[CH:4][C:3]=1[C:9](=[O:13])[CH2:10][C:11](=[NH:12])[NH:22][C:19]1[CH:20]=[CH:21][C:16]([O:15][CH3:14])=[CH:17][CH:18]=1, predict the reactants needed to synthesize it. (4) Given the product [C:1]([NH:4][C:5]([CH2:16][CH2:17][C:18]1[CH:23]=[CH:22][C:21]([S:24][C:25]2[CH:30]=[CH:29][C:28]([C:31](=[O:34])[CH2:32][O:40][C:38]([CH:35]3[CH2:37][CH2:36]3)=[O:39])=[CH:27][CH:26]=2)=[CH:20][CH:19]=1)([C:11]([O:13][CH2:14][CH3:15])=[O:12])[C:6]([O:8][CH2:9][CH3:10])=[O:7])(=[O:3])[CH3:2], predict the reactants needed to synthesize it. The reactants are: [C:1]([NH:4][C:5]([CH2:16][CH2:17][C:18]1[CH:23]=[CH:22][C:21]([S:24][C:25]2[CH:30]=[CH:29][C:28]([C:31](=[O:34])[CH2:32]Cl)=[CH:27][CH:26]=2)=[CH:20][CH:19]=1)([C:11]([O:13][CH2:14][CH3:15])=[O:12])[C:6]([O:8][CH2:9][CH3:10])=[O:7])(=[O:3])[CH3:2].[CH:35]1([C:38]([OH:40])=[O:39])[CH2:37][CH2:36]1.CCN(CC)CC. (5) Given the product [Cl:29][C:23]1[C:22]([CH3:30])=[C:21]([C:14]2[C@@H:15]([O:17][CH2:18][CH2:19][F:20])[C@@H:16]3[C@@H:9]([OH:8])[CH2:10][CH2:11][N:12]3[N:13]=2)[CH:28]=[CH:27][C:24]=1[C:25]#[N:26], predict the reactants needed to synthesize it. The reactants are: [Si]([O:8][C@@H:9]1[C@@H:16]2[N:12]([N:13]=[C:14]([C:21]3[CH:28]=[CH:27][C:24]([C:25]#[N:26])=[C:23]([Cl:29])[C:22]=3[CH3:30])[C@H:15]2[O:17][CH2:18][CH2:19][F:20])[CH2:11][CH2:10]1)(C(C)(C)C)(C)C.CCCC[N+](CCCC)(CCCC)CCCC.[F-]. (6) Given the product [CH3:7][C:5]1[S:4][C:3]([C:8]2[CH:9]=[CH:10][N:31]=[C:29]([NH:28][C:24]3[CH:25]=[CH:26][CH:27]=[C:22]([N+:19]([O-:21])=[O:20])[CH:23]=3)[N:30]=2)=[C:2]([CH3:1])[N:6]=1, predict the reactants needed to synthesize it. The reactants are: [CH3:1][C:2]1[N:6]=[C:5]([CH3:7])[S:4][C:3]=1/[CH:8]=[CH:9]/[C:10](N(C)C)=O.[N+]([O-])(O)=O.[N+:19]([C:22]1[CH:23]=[C:24]([NH:28][C:29]([NH2:31])=[NH:30])[CH:25]=[CH:26][CH:27]=1)([O-:21])=[O:20].[OH-].[Na+]. (7) Given the product [Cl:1][C:2]1[CH:3]=[CH:4][C:5]([C:8](=[O:12])[CH2:9][C:10]([NH2:11])=[O:14])=[CH:6][CH:7]=1, predict the reactants needed to synthesize it. The reactants are: [Cl:1][C:2]1[CH:7]=[CH:6][C:5]([C:8](=[O:12])[CH2:9][C:10]#[N:11])=[CH:4][CH:3]=1.S(=O)(=O)(O)[OH:14].